Dataset: Reaction yield outcomes from USPTO patents with 853,638 reactions. Task: Predict the reaction yield, written as a fraction of the theoretical maximum amount of product (1.0 means a 100% yield; for example, 0.34 means a 34% yield). (1) The reactants are CCCCCCCCCC(O)CC(N[C@H](C(N(C([C@@H](N)CCC(O)=O)=O)C(C(OC)OC)CC(C)C)=O)CC(N)=O)=O.[CH3:43][O:44][C:45]1[CH:56]=[CH:55][C:48]2[NH:49][C:50](=[O:54])[CH2:51][NH:52][CH2:53][C:47]=2[CH:46]=1.[F:57][C:58]([F:69])([F:68])[C:59](O[C:59](=[O:60])[C:58]([F:69])([F:68])[F:57])=[O:60].[N+:70]([O-])([O-:72])=[O:71].[K+]. The catalyst is C(#N)C. The product is [CH3:43][O:44][C:45]1[C:56]([N+:70]([O-:72])=[O:71])=[CH:55][C:48]2[NH:49][C:50](=[O:54])[CH2:51][N:52]([C:59](=[O:60])[C:58]([F:69])([F:68])[F:57])[CH2:53][C:47]=2[CH:46]=1. The yield is 0.230. (2) The reactants are [CH3:1][C:2]([O:5][C:6]([N:8]1[CH2:13][CH2:12][O:11][CH:10]([C:14]([OH:16])=O)[CH2:9]1)=[O:7])([CH3:4])[CH3:3].[CH3:17][NH:18][CH2:19][C:20]1[CH:21]=[CH:22][C:23]2[S:24][CH2:25][C:26](=[O:30])[NH:27][C:28]=2[N:29]=1.CN(C)CCCN=C=NCC.ON1C2C=CC=CC=2N=N1. The catalyst is C(Cl)Cl.CN(C=O)C. The product is [CH3:17][N:18]([CH2:19][C:20]1[CH:21]=[CH:22][C:23]2[S:24][CH2:25][C:26](=[O:30])[NH:27][C:28]=2[N:29]=1)[C:14]([CH:10]1[O:11][CH2:12][CH2:13][N:8]([C:6]([O:5][C:2]([CH3:1])([CH3:3])[CH3:4])=[O:7])[CH2:9]1)=[O:16]. The yield is 0.500.